Dataset: Full USPTO retrosynthesis dataset with 1.9M reactions from patents (1976-2016). Task: Predict the reactants needed to synthesize the given product. (1) The reactants are: [CH2:1](Br)[C:2]1[CH:7]=[CH:6][CH:5]=[CH:4][CH:3]=1.[F:9][C:10]1[CH:11]=[C:12]([OH:19])[CH:13]=[CH:14][C:15]=1[N+:16]([O-:18])=[O:17].C(=O)([O-])[O-].[K+].[K+].[Cl-].[Na+]. Given the product [CH2:1]([O:19][C:12]1[CH:13]=[CH:14][C:15]([N+:16]([O-:18])=[O:17])=[C:10]([F:9])[CH:11]=1)[C:2]1[CH:7]=[CH:6][CH:5]=[CH:4][CH:3]=1, predict the reactants needed to synthesize it. (2) The reactants are: [Al+3].[Cl-].[Cl-].[Cl-].[F:5][C:6]1[CH:7]=[CH:8][C:9]2[S:13][CH:12]=[CH:11][C:10]=2[CH:14]=1.[Cl:15][CH2:16][CH2:17][C:18](Cl)=[O:19]. Given the product [Cl:15][CH2:16][CH2:17][C:18]([C:11]1[C:10]2[CH:14]=[C:6]([F:5])[CH:7]=[CH:8][C:9]=2[S:13][CH:12]=1)=[O:19], predict the reactants needed to synthesize it. (3) Given the product [O:1]1[C:5]2[CH:6]=[CH:7][CH:8]=[CH:9][C:4]=2[N:3]=[C:2]1[C:10]1[CH:11]=[CH:12][C:13]2[N:17]([CH:18]3[CH2:23][CH2:22][O:21][CH2:20][CH2:19]3)[C:41]([C:40](=[O:42])[CH2:27][CH2:28][CH3:29])=[N:15][C:14]=2[CH:16]=1, predict the reactants needed to synthesize it. The reactants are: [O:1]1[C:5]2[CH:6]=[CH:7][CH:8]=[CH:9][C:4]=2[N:3]=[C:2]1[C:10]1[CH:11]=[CH:12][C:13]([NH:17][CH:18]2[CH2:23][CH2:22][O:21][CH2:20][CH2:19]2)=[C:14]([CH:16]=1)[NH2:15].C(O[C:27](=N)[CH2:28][C:29](OCC)=O)C.C(=O)([O-])O.[Na+].[CH2:40]([OH:42])[CH3:41]. (4) The reactants are: C1CCC(N=C=N[CH:10]2[CH2:15]CCCC2)CC1.[CH3:16][C:17]([OH:19])=[O:18].[NH2:20][C:21]1[C:30]2=[CH:31][N:32]([CH:34]3[C:38]([OH:40])([CH3:39])[CH:37](O)[CH:36]([CH2:42][OH:43])[O:35]3)[N:33]=[C:28]3[C:29]2=[C:23]([C:24](=[O:44])[NH:25][N:26]=[CH:27]3)[CH:22]=1.CN(C=[O:49])C. Given the product [C:17]([O:19][CH:37]1[C:38]([OH:40])([CH3:39])[CH:34]([N:32]2[CH:31]=[C:30]3[C:21]([NH2:20])=[CH:22][C:23]4[C:24](=[O:44])[NH:25][N:26]=[CH:27][C:28]([C:29]=43)=[N:33]2)[O:35][CH:36]1[CH2:42][O:43][C:15](=[O:49])[CH3:10])(=[O:18])[CH3:16], predict the reactants needed to synthesize it. (5) Given the product [CH2:1]([C@@:4]1([C:20]2[CH:25]=[CH:24][C:23]([F:26])=[CH:22][CH:21]=2)[O:9][C:8](=[O:10])[N:7]([C@H:11]([C:13]2[CH:18]=[CH:17][C:16]([C:31]3[CH:32]=[N:33][C:28]([NH2:27])=[CH:29][CH:30]=3)=[CH:15][CH:14]=2)[CH3:12])[CH2:6][CH2:5]1)[CH:2]=[CH2:3], predict the reactants needed to synthesize it. The reactants are: [CH2:1]([C@@:4]1([C:20]2[CH:25]=[CH:24][C:23]([F:26])=[CH:22][CH:21]=2)[O:9][C:8](=[O:10])[N:7]([C@H:11]([C:13]2[CH:18]=[CH:17][C:16](Br)=[CH:15][CH:14]=2)[CH3:12])[CH2:6][CH2:5]1)[CH:2]=[CH2:3].[NH2:27][C:28]1[N:33]=[CH:32][C:31](B(O)O)=[CH:30][CH:29]=1.C([O-])([O-])=O.[Cs+].[Cs+]. (6) Given the product [C:1]1([C@H:7]([NH:9][C:10](=[O:45])[NH:11][C:12]2[N:17]=[CH:16][C:15]3[C:18]([NH:40][C:41](=[O:44])[O:42][CH3:43])=[N:19][NH:20][C:14]=3[CH:13]=2)[CH3:8])[CH:6]=[CH:5][CH:4]=[CH:3][CH:2]=1.[C:53]([OH:59])([C:55]([F:58])([F:57])[F:56])=[O:54], predict the reactants needed to synthesize it. The reactants are: [C:1]1([C@H:7]([NH:9][C:10](=[O:45])[NH:11][C:12]2[N:17]=[CH:16][C:15]3[C:18]([NH:40][C:41](=[O:44])[O:42][CH3:43])=[N:19][N:20](C(C4C=CC=CC=4)(C4C=CC=CC=4)C4C=CC=CC=4)[C:14]=3[CH:13]=2)[CH3:8])[CH:6]=[CH:5][CH:4]=[CH:3][CH:2]=1.C([SiH](CC)CC)C.[C:53]([OH:59])([C:55]([F:58])([F:57])[F:56])=[O:54]. (7) Given the product [Cl:23][C:7]1[N:6]([C:12]2[CH:17]=[CH:16][C:15]([I:18])=[CH:14][C:13]=2[F:19])[C:5](=[O:20])[N:4]([CH:1]2[CH2:3][CH2:2]2)[C:9](=[O:10])[CH:8]=1, predict the reactants needed to synthesize it. The reactants are: [CH:1]1([N:4]2[C:9](=[O:10])[CH2:8][C:7](=O)[N:6]([C:12]3[CH:17]=[CH:16][C:15]([I:18])=[CH:14][C:13]=3[F:19])[C:5]2=[O:20])[CH2:3][CH2:2]1.P(Cl)(Cl)([Cl:23])=O.CN(C)C1C=CC=CC=1. (8) The reactants are: [CH2:1]([O:8][C:9]1[C:14]([N+:15]([O-])=O)=[CH:13][CH:12]=[C:11]([O:18][CH3:19])[N:10]=1)[C:2]1[CH:7]=[CH:6][CH:5]=[CH:4][CH:3]=1.C(Cl)Cl. Given the product [CH2:1]([O:8][C:9]1[C:14]([NH2:15])=[CH:13][CH:12]=[C:11]([O:18][CH3:19])[N:10]=1)[C:2]1[CH:3]=[CH:4][CH:5]=[CH:6][CH:7]=1, predict the reactants needed to synthesize it.